This data is from Full USPTO retrosynthesis dataset with 1.9M reactions from patents (1976-2016). The task is: Predict the reactants needed to synthesize the given product. (1) The reactants are: C(OC([N:8]1[CH2:13][CH2:12][C:11]([C:15]2[N:16]([CH2:28][CH2:29][N:30]([CH3:32])[CH3:31])[CH:17]=[C:18]([C:20]3[CH:25]=[CH:24][C:23]([F:26])=[C:22]([Cl:27])[CH:21]=3)[N:19]=2)([OH:14])[CH2:10][CH2:9]1)=O)(C)(C)C.[ClH:33].CO. Given the product [ClH:27].[ClH:33].[Cl:27][C:22]1[CH:21]=[C:20]([C:18]2[N:19]=[C:15]([C:11]3([OH:14])[CH2:12][CH2:13][NH:8][CH2:9][CH2:10]3)[N:16]([CH2:28][CH2:29][N:30]([CH3:32])[CH3:31])[CH:17]=2)[CH:25]=[CH:24][C:23]=1[F:26], predict the reactants needed to synthesize it. (2) Given the product [Br:1][C:2]1[CH:3]=[CH:4][C:5]2[C:6](=[O:25])[C:7](=[O:24])[C:8]3[NH:21][C:18]([CH3:19])=[C:12]([C:13]([O:15][CH2:16][CH3:17])=[O:14])[C:9]=3[C:10]=2[CH:11]=1, predict the reactants needed to synthesize it. The reactants are: [Br:1][C:2]1[CH:11]=[C:10]2[C:5]([C:6]([OH:25])=[C:7]([OH:24])[C:8]([N+:21]([O-])=O)=[C:9]2[C:12](=[C:18](O)[CH3:19])[C:13]([O:15][CH2:16][CH3:17])=[O:14])=[CH:4][CH:3]=1. (3) Given the product [CH3:16][O:1][CH2:2][CH:3]1[CH2:6][N:5]([C:7]([O:9][C:10]([CH3:13])([CH3:12])[CH3:11])=[O:8])[CH2:4]1, predict the reactants needed to synthesize it. The reactants are: [OH:1][CH2:2][CH:3]1[CH2:6][N:5]([C:7]([O:9][C:10]([CH3:13])([CH3:12])[CH3:11])=[O:8])[CH2:4]1.[H-].[Na+].[CH3:16]I.O.